From a dataset of Peptide-MHC class II binding affinity with 134,281 pairs from IEDB. Regression. Given a peptide amino acid sequence and an MHC pseudo amino acid sequence, predict their binding affinity value. This is MHC class II binding data. (1) The peptide sequence is KGDEQKLRSAGEVEI. The MHC is DRB1_1201 with pseudo-sequence DRB1_1201. The binding affinity (normalized) is 0.158. (2) The peptide sequence is FCVKVLAPYMPDVLE. The MHC is HLA-DQA10501-DQB10302 with pseudo-sequence HLA-DQA10501-DQB10302. The binding affinity (normalized) is 0.542. (3) The peptide sequence is EKKYFAATQFLPLAA. The MHC is HLA-DPA10301-DPB10402 with pseudo-sequence HLA-DPA10301-DPB10402. The binding affinity (normalized) is 1.00.